From a dataset of Reaction yield outcomes from USPTO patents with 853,638 reactions. Predict the reaction yield, written as a fraction of the theoretical maximum amount of product (1.0 means a 100% yield; for example, 0.34 means a 34% yield). The reactants are C[O:2][C:3]1[C:4]([CH3:33])=[C:5]([C:24]([O:31]C)=[C:25]([O:29][CH3:30])[C:26]=1[O:27][CH3:28])[CH2:6][C:7]1[C:8]([O:16][CH2:17][C:18]2[CH:23]=[CH:22][CH:21]=[CH:20][CH:19]=2)=[C:9]([CH:13]=[CH:14][CH:15]=1)[C:10]([OH:12])=[O:11].O=[N+]([O-])[O-].[O-][N+](=O)[O-].[O-][N+](=O)[O-].[O-][N+](=O)[O-].[O-][N+](=O)[O-].[O-][N+](=O)[O-].[Ce+4].[NH4+].[NH4+]. The catalyst is C(#N)C.O. The product is [CH3:28][O:27][C:26]1[C:3](=[O:2])[C:4]([CH3:33])=[C:5]([CH2:6][C:7]2[C:8]([O:16][CH2:17][C:18]3[CH:23]=[CH:22][CH:21]=[CH:20][CH:19]=3)=[C:9]([CH:13]=[CH:14][CH:15]=2)[C:10]([OH:12])=[O:11])[C:24](=[O:31])[C:25]=1[O:29][CH3:30]. The yield is 0.490.